Dataset: Reaction yield outcomes from USPTO patents with 853,638 reactions. Task: Predict the reaction yield, written as a fraction of the theoretical maximum amount of product (1.0 means a 100% yield; for example, 0.34 means a 34% yield). (1) The yield is 0.540. The catalyst is CCO. The reactants are [CH3:1][C:2]([CH3:10])([C:5](=O)[CH2:6][C:7]#[N:8])[C:3]#[N:4].Cl.[C:12]1([NH:18][NH2:19])[CH:17]=[CH:16][CH:15]=[CH:14][CH:13]=1. The product is [NH2:8][C:7]1[N:18]([C:12]2[CH:17]=[CH:16][CH:15]=[CH:14][CH:13]=2)[N:19]=[C:5]([C:2]([CH3:10])([CH3:1])[C:3]#[N:4])[CH:6]=1. (2) The reactants are [N:1]1[CH:6]=[CH:5][CH:4]=[C:3]([C:7]2[CH:15]=[CH:14][C:10]([C:11]([OH:13])=[O:12])=[CH:9][CH:8]=2)[CH:2]=1.C1C[O:19]CC1. No catalyst specified. The product is [O-:19][N+:1]1[CH:6]=[CH:5][CH:4]=[C:3]([C:7]2[CH:15]=[CH:14][C:10]([C:11]([OH:13])=[O:12])=[CH:9][CH:8]=2)[CH:2]=1. The yield is 0.860. (3) The reactants are [F:1][C:2]1[C:3]2[CH:4]=[C:5]3[C:14]4[N:15]=[C:16]([C:19]5[C:20]([N:40]([CH3:45])[S:41]([CH3:44])(=[O:43])=[O:42])=[CH:21][C:22]6[O:26][C:25]([C:27]7[C:28]([O:33]C)=[N:29][CH:30]=[CH:31][CH:32]=7)=[C:24]([C:35]([NH:37][CH3:38])=[O:36])[C:23]=6[CH:39]=5)[CH:17]=[CH:18][C:13]=4[O:12][CH2:11][N:6]3[C:7]=2[CH:8]=[CH:9][CH:10]=1.[Na+].[I-]. The catalyst is CC(O)=O. The product is [F:1][C:2]1[C:3]2[CH:4]=[C:5]3[C:14]4[N:15]=[C:16]([C:19]5[C:20]([N:40]([CH3:45])[S:41]([CH3:44])(=[O:43])=[O:42])=[CH:21][C:22]6[O:26][C:25]([C:27]7[C:28]([OH:33])=[N:29][CH:30]=[CH:31][CH:32]=7)=[C:24]([C:35]([NH:37][CH3:38])=[O:36])[C:23]=6[CH:39]=5)[CH:17]=[CH:18][C:13]=4[O:12][CH2:11][N:6]3[C:7]=2[CH:8]=[CH:9][CH:10]=1. The yield is 0.230. (4) The reactants are [CH3:1][N:2]([CH3:18])[CH2:3][CH2:4][N:5]1[CH2:10][CH2:9][C:8]2[NH:11][C:12]([CH:15]=O)=[C:13]([CH3:14])[C:7]=2[C:6]1=[O:17].[O:19]=[C:20]1[CH2:28][C:27]2[C:22](=[CH:23][CH:24]=[C:25]([NH:29][CH:30]=[O:31])[CH:26]=2)[NH:21]1. No catalyst specified. The product is [CH3:1][N:2]([CH3:18])[CH2:3][CH2:4][N:5]1[CH2:10][CH2:9][C:8]2[NH:11][C:12]([CH:15]=[C:28]3[C:27]4[C:22](=[CH:23][CH:24]=[C:25]([NH:29][CH:30]=[O:31])[CH:26]=4)[NH:21][C:20]3=[O:19])=[C:13]([CH3:14])[C:7]=2[C:6]1=[O:17]. The yield is 0.693.